Task: Predict which catalyst facilitates the given reaction.. Dataset: Catalyst prediction with 721,799 reactions and 888 catalyst types from USPTO (1) Reactant: Cl.[NH2:2][OH:3].N1C=CC=CC=1.[CH3:10][C:11]1([CH3:38])[O:37][C:15]2[CH:16]=[CH:17][C:18]3[C:31](=O)[C@@H:30]4[C@@H:21]([CH2:22][O:23][C:24]5[C:29]4=[CH:28][C:27]([O:33][CH3:34])=[C:26]([O:35][CH3:36])[CH:25]=5)[O:20][C:19]=3[C:14]=2[CH:13]=[CH:12]1. Product: [CH3:34][O:33][C:27]1[CH:28]=[C:29]2[C@H:30]3[C@H:21]([O:20][C:19]4[C:14]5[CH:13]=[CH:12][C:11]([CH3:10])([CH3:38])[O:37][C:15]=5[CH:16]=[CH:17][C:18]=4[C:31]3=[N:2][OH:3])[CH2:22][O:23][C:24]2=[CH:25][C:26]=1[O:35][CH3:36]. The catalyst class is: 6. (2) Reactant: [CH2:1]([O:8][CH2:9][CH2:10][CH2:11][CH2:12][CH2:13][CH2:14][O:15][CH2:16][C:17]([C:20]1[CH:21]=[C:22]([NH:26][C:27]([NH:29][CH2:30][C:31]([O:33]CC)=[O:32])=[O:28])[CH:23]=[CH:24][CH:25]=1)([F:19])[F:18])[C:2]1[CH:7]=[CH:6][CH:5]=[CH:4][CH:3]=1.[OH-].[Na+]. Product: [CH2:1]([O:8][CH2:9][CH2:10][CH2:11][CH2:12][CH2:13][CH2:14][O:15][CH2:16][C:17]([C:20]1[CH:21]=[C:22]([NH:26][C:27]([NH:29][CH2:30][C:31]([OH:33])=[O:32])=[O:28])[CH:23]=[CH:24][CH:25]=1)([F:18])[F:19])[C:2]1[CH:7]=[CH:6][CH:5]=[CH:4][CH:3]=1. The catalyst class is: 8. (3) Reactant: Cl[C:2]([C:4]1[CH:13]=[CH:12][C:7]([C:8]([O:10][CH3:11])=[O:9])=[CH:6][CH:5]=1)=[O:3].Br.Br[CH2:16][CH2:17][NH2:18].C(N(CC)CC)C.O. Product: [O:3]1[CH2:16][CH2:17][N:18]=[C:2]1[C:4]1[CH:13]=[CH:12][C:7]([C:8]([O:10][CH3:11])=[O:9])=[CH:6][CH:5]=1. The catalyst class is: 11. (4) Product: [CH2:3]([C:2]1[C:14]([C:15]2[CH:16]=[CH:17][C:18]([O:21][CH3:22])=[CH:19][CH:20]=2)=[C:13]([OH:23])[C:8]2[C:7]([CH:1]=1)=[CH:12][CH:11]=[CH:10][CH:9]=2)[CH2:4][CH2:5][CH3:6]. Reactant: [C:1]([C:7]1[CH:12]=[CH:11][CH:10]=[CH:9][C:8]=1[C:13](=[O:23])[CH2:14][C:15]1[CH:20]=[CH:19][C:18]([O:21][CH3:22])=[CH:17][CH:16]=1)#[C:2][CH2:3][CH2:4][CH2:5][CH3:6].C[Si]([N-][Si](C)(C)C)(C)C.[K+]. The catalyst class is: 11. (5) The catalyst class is: 17. Reactant: [CH3:1][C:2]1[CH:7]=[C:6]([CH3:8])[CH:5]=[C:4]([CH3:9])[C:3]=1[N:10]=[C:11]=[O:12].[NH2:13][C:14]1[CH:19]=[C:18]([Cl:20])[CH:17]=[CH:16][C:15]=1[C:21]([NH:23][C@@H:24]([CH:32]1[CH2:37][CH2:36][CH2:35][CH2:34][CH2:33]1)[C:25]([O:27][C:28]([CH3:31])([CH3:30])[CH3:29])=[O:26])=[O:22].CCCCCC.C(OCC)(=O)C. Product: [Cl:20][C:18]1[CH:17]=[CH:16][C:15]([C:21]([NH:23][C@@H:24]([CH:32]2[CH2:33][CH2:34][CH2:35][CH2:36][CH2:37]2)[C:25]([O:27][C:28]([CH3:31])([CH3:30])[CH3:29])=[O:26])=[O:22])=[C:14]([NH:13][C:11]([NH:10][C:3]2[C:2]([CH3:1])=[CH:7][C:6]([CH3:8])=[CH:5][C:4]=2[CH3:9])=[O:12])[CH:19]=1. (6) Reactant: [S:1]1[CH:5]=[CH:4][C:3]([CH:6]([C:22]([O:24][CH2:25][CH2:26][CH2:27][CH2:28][CH2:29][CH2:30][CH2:31][CH2:32][CH2:33][CH2:34][CH2:35][CH3:36])=[O:23])[C:7]([O:9][CH2:10][CH2:11][CH2:12][CH2:13][CH2:14][CH2:15][CH2:16][CH2:17][CH2:18][CH2:19][CH2:20][CH3:21])=[O:8])=[CH:2]1. Product: [S:1]1[CH:5]=[CH:4][C:3]2[C:6]([C:22]([O:24][CH2:25][CH2:26][CH2:27][CH2:28][CH2:29][CH2:30][CH2:31][CH2:32][CH2:33][CH2:34][CH2:35][CH3:36])=[O:23])([C:7]([O:9][CH2:10][CH2:11][CH2:12][CH2:13][CH2:14][CH2:15][CH2:16][CH2:17][CH2:18][CH2:19][CH2:20][CH3:21])=[O:8])[C:2]3[S:1][CH:5]=[CH:4][C:3]=3[C:6]([C:22]([O:24][CH2:25][CH2:26][CH2:27][CH2:28][CH2:29][CH2:30][CH2:31][CH2:32][CH2:33][CH2:34][CH2:35][CH3:36])=[O:23])([C:7]([O:9][CH2:10][CH2:11][CH2:12][CH2:13][CH2:14][CH2:15][CH2:16][CH2:17][CH2:18][CH2:19][CH2:20][CH3:21])=[O:8])[C:2]1=2. The catalyst class is: 5.